Task: Predict the product of the given reaction.. Dataset: Forward reaction prediction with 1.9M reactions from USPTO patents (1976-2016) (1) Given the reactants [CH2:1]([N:8]([CH3:22])[S:9]([C:12]1[CH:17]=[CH:16][C:15]([CH2:18][C:19]([OH:21])=O)=[CH:14][CH:13]=1)(=[O:11])=[O:10])[C:2]1[CH:7]=[CH:6][CH:5]=[CH:4][CH:3]=1.[CH3:23][O:24][C:25]1[CH:34]=[CH:33][C:32]([N:35]2[CH2:40][CH2:39][N:38]([CH3:41])[CH2:37][CH2:36]2)=[C:31]2[C:26]=1[CH2:27][CH2:28][NH:29][CH2:30]2.CN(C(ON1N=NC2C=CC=NC1=2)=[N+](C)C)C.F[P-](F)(F)(F)(F)F, predict the reaction product. The product is: [CH2:1]([N:8]([CH3:22])[S:9]([C:12]1[CH:13]=[CH:14][C:15]([CH2:18][C:19]([N:29]2[CH2:28][CH2:27][C:26]3[C:31](=[C:32]([N:35]4[CH2:40][CH2:39][N:38]([CH3:41])[CH2:37][CH2:36]4)[CH:33]=[CH:34][C:25]=3[O:24][CH3:23])[CH2:30]2)=[O:21])=[CH:16][CH:17]=1)(=[O:11])=[O:10])[C:2]1[CH:3]=[CH:4][CH:5]=[CH:6][CH:7]=1. (2) Given the reactants C[O:2][C:3]([CH:5]1[CH2:9][C:8](=O)[CH2:7][N:6]1[CH2:11][C:12]1[CH:17]=[CH:16][CH:15]=[CH:14][CH:13]=1)=[O:4].[Br:18][C:19]1[CH:20]=[C:21]([CH:25]=[CH:26][CH:27]=1)[CH2:22][NH:23][CH3:24].[BH-](OC(C)=O)(OC(C)=O)OC(C)=O.[Na+].C([O-])(O)=O.[Na+], predict the reaction product. The product is: [CH2:11]([N:6]1[CH2:7][CH:8]([N:23]([CH2:22][C:21]2[CH:25]=[CH:26][CH:27]=[C:19]([Br:18])[CH:20]=2)[CH3:24])[CH2:9][CH:5]1[C:3]([OH:2])=[O:4])[C:12]1[CH:17]=[CH:16][CH:15]=[CH:14][CH:13]=1. (3) Given the reactants [CH3:1][C:2]1[O:6][N:5]=[C:4]([C:7]2[CH:12]=[CH:11][CH:10]=[CH:9][N:8]=2)[C:3]=1[CH2:13][O:14][C:15]1[CH:16]=[CH:17][C:18]([C:21]([OH:23])=O)=[N:19][CH:20]=1.[CH3:24][NH2:25], predict the reaction product. The product is: [CH3:24][NH:25][C:21]([C:18]1[CH:17]=[CH:16][C:15]([O:14][CH2:13][C:3]2[C:4]([C:7]3[CH:12]=[CH:11][CH:10]=[CH:9][N:8]=3)=[N:5][O:6][C:2]=2[CH3:1])=[CH:20][N:19]=1)=[O:23]. (4) Given the reactants [CH2:1]([N:8]1[CH2:13][CH:12]2[CH2:14][CH:9]1[CH2:10][N:11]2[C:15]1[CH:20]=[CH:19][C:18](Cl)=[CH:17][CH:16]=1)[C:2]1[CH:7]=[CH:6][CH:5]=[CH:4][CH:3]=1.N([O-])=[O:23].[Na+].OS([O-])=O.[Na+], predict the reaction product. The product is: [CH2:1]([N:8]1[CH2:13][CH:12]2[CH2:14][CH:9]1[CH2:10][N:11]2[C:15]1[CH:20]=[CH:19][C:18]([OH:23])=[CH:17][CH:16]=1)[C:2]1[CH:7]=[CH:6][CH:5]=[CH:4][CH:3]=1. (5) Given the reactants C(OC(=O)[NH:7][CH2:8][CH2:9]O)(C)(C)C.[CH3:12][O:13][C:14](=[O:22])[C:15]1[CH:20]=[CH:19][C:18]([OH:21])=[CH:17][CH:16]=1.C1(P(C2C=CC=CC=2)C2C=CC=CC=2)C=CC=CC=1.N(C(OC(C)C)=O)=NC(OC(C)C)=O.C([Cl:59])(=O)C, predict the reaction product. The product is: [ClH:59].[CH3:12][O:13][C:14](=[O:22])[C:15]1[CH:20]=[CH:19][C:18]([O:21][CH2:9][CH2:8][NH2:7])=[CH:17][CH:16]=1. (6) Given the reactants C([O:5][C:6]([C:8]1([C:18](=[O:31])[NH:19][C:20]2[CH:25]=[CH:24][C:23]([N:26]([CH2:29][CH3:30])[CH2:27][CH3:28])=[CH:22][CH:21]=2)[CH2:17][CH2:16][C:15]2[C:10](=[CH:11][CH:12]=[CH:13][CH:14]=2)[CH2:9]1)=[O:7])(C)(C)C, predict the reaction product. The product is: [CH2:29]([N:26]([CH2:27][CH3:28])[C:23]1[CH:22]=[CH:21][C:20]([NH:19][C:18]([C:8]2([C:6]([OH:7])=[O:5])[CH2:17][CH2:16][C:15]3[C:10](=[CH:11][CH:12]=[CH:13][CH:14]=3)[CH2:9]2)=[O:31])=[CH:25][CH:24]=1)[CH3:30].